The task is: Predict the reactants needed to synthesize the given product.. This data is from Full USPTO retrosynthesis dataset with 1.9M reactions from patents (1976-2016). (1) Given the product [C:18]1([C:17]2[C:16]3[C:11](=[CH:12][CH:13]=[CH:14][CH:15]=3)[NH:10][C:9]=2[C:8]2[C:3](=[O:2])[NH:4][N:5]=[C:6]([C:24]3[CH:25]=[CH:26][N:27]=[CH:28][CH:29]=3)[CH:7]=2)[CH:19]=[CH:20][CH:21]=[CH:22][CH:23]=1, predict the reactants needed to synthesize it. The reactants are: C[O:2][C:3]1[N:4]=[N:5][C:6]([C:24]2[CH:29]=[CH:28][N:27]=[CH:26][CH:25]=2)=[CH:7][C:8]=1[C:9]1[NH:10][C:11]2[C:16]([C:17]=1[C:18]1[CH:23]=[CH:22][CH:21]=[CH:20][CH:19]=1)=[CH:15][CH:14]=[CH:13][CH:12]=2.C(#N)C.O.C(O)=O. (2) Given the product [CH3:11][O:12][C:13]([C:15]1[O:16][C:17]([CH2:20][N:8]2[CH:7]=[C:6]([N+:3]([O-:5])=[O:4])[CH:10]=[N:9]2)=[CH:18][CH:19]=1)=[O:14], predict the reactants needed to synthesize it. The reactants are: N#N.[N+:3]([C:6]1[CH:7]=[N:8][NH:9][CH:10]=1)([O-:5])=[O:4].[CH3:11][O:12][C:13]([C:15]1[O:16][C:17]([CH2:20]Cl)=[CH:18][CH:19]=1)=[O:14].C([O-])([O-])=O.[K+].[K+].[Br-]. (3) Given the product [CH2:1]([O:3][C:4]1[CH:5]=[CH:6][C:7]([S:12][CH2:13][CH3:14])=[C:8]([CH2:9][NH2:17])[CH:11]=1)[CH3:2], predict the reactants needed to synthesize it. The reactants are: [CH2:1]([O:3][C:4]1[CH:5]=[CH:6][C:7]([S:12][CH2:13][CH3:14])=[C:8]([CH:11]=1)[CH:9]=O)[CH3:2].CO[N:17]=CC1C=C(Br)C=CC=1SCC. (4) Given the product [OH:11][CH:27]([CH2:28][CH:3]([CH3:5])[CH3:2])[C:30]([OH:32])=[O:31], predict the reactants needed to synthesize it. The reactants are: O=[CH:2][C@@H:3]([C@H:5]([C@@H](CO)O)O)O.[O:11]=C[C@@H]([C@H]([C@@H]([C@@H](CO)O)O)O)O.[Na+].[Cl-].Cl.N[C@H:27]([C:30]([OH:32])=[O:31])[CH2:28]S.C(=O)([O-])[O-].[Ca+2].